The task is: Predict the reactants needed to synthesize the given product.. This data is from Full USPTO retrosynthesis dataset with 1.9M reactions from patents (1976-2016). The reactants are: Cl[C:2]1[CH:7]=[C:6]([CH2:8][C:9](=[O:11])[CH3:10])[CH:5]=[CH:4][N:3]=1.[NH:12]1[CH2:17][CH2:16][O:15][CH2:14][CH2:13]1. Given the product [N:12]1([C:2]2[CH:7]=[C:6]([CH2:8][C:9](=[O:11])[CH3:10])[CH:5]=[CH:4][N:3]=2)[CH2:17][CH2:16][O:15][CH2:14][CH2:13]1, predict the reactants needed to synthesize it.